From a dataset of Catalyst prediction with 721,799 reactions and 888 catalyst types from USPTO. Predict which catalyst facilitates the given reaction. (1) The catalyst class is: 391. Reactant: [Cl:1][C:2]1[N:7]=[CH:6][C:5]([OH:8])=[CH:4][CH:3]=1.[CH2:9](Br)[C:10]1[CH:15]=[CH:14][CH:13]=[CH:12][CH:11]=1.C(=O)([O-])[O-].[K+].[K+]. Product: [CH2:9]([O:8][C:5]1[CH:4]=[CH:3][C:2]([Cl:1])=[N:7][CH:6]=1)[C:10]1[CH:15]=[CH:14][CH:13]=[CH:12][CH:11]=1. (2) Reactant: ClN1C(=O)CCC1=O.[CH2:9]([O:11][C:12]([C:14]1[N:15]([CH3:32])[C:16]([CH2:30][CH3:31])=[C:17]([C:28]#[N:29])[C:18]=1[C:19]1[CH:24]=[CH:23][C:22]([C:25]([OH:27])=O)=[CH:21][CH:20]=1)=[O:13])[CH3:10].C1(P(C2C=CC=CC=2)C2C=CC=CC=2)C=CC=CC=1.[NH2:52][C:53]1[CH:58]=[CH:57][CH:56]=[CH:55][CH:54]=1. Product: [CH2:9]([O:11][C:12]([C:14]1[N:15]([CH3:32])[C:16]([CH2:30][CH3:31])=[C:17]([C:28]#[N:29])[C:18]=1[C:19]1[CH:20]=[CH:21][C:22]([C:25](=[O:27])[NH:52][C:53]2[CH:58]=[CH:57][CH:56]=[CH:55][CH:54]=2)=[CH:23][CH:24]=1)=[O:13])[CH3:10]. The catalyst class is: 34. (3) Reactant: I[C:2]1[CH:7]=[CH:6][C:5]([S:8](=[O:16])(=[O:15])[NH:9][C:10]2[CH:14]=[CH:13][O:12][N:11]=2)=[CH:4][C:3]=1/[CH:17]=[CH:18]/[C:19]([O:21]CC)=O.CC1(C)C2C(=C(P(C3C=CC=CC=3)C3C=CC=CC=3)C=CC=2)OC2C(P(C3C=CC=CC=3)C3C=CC=CC=3)=CC=CC1=2.P([O-])([O-])([O-])=O.[K+].[K+].[K+].[CH3:74][O:75][C:76]1[CH:82]=[CH:81][CH:80]=[CH:79][C:77]=1[NH2:78]. Product: [O:12]1[CH:13]=[CH:14][C:10]([NH:9][S:8]([C:5]2[CH:4]=[C:3]3[C:2](=[CH:7][CH:6]=2)[N:78]([C:77]2[CH:79]=[CH:80][CH:81]=[CH:82][C:76]=2[O:75][CH3:74])[C:19](=[O:21])[CH:18]=[CH:17]3)(=[O:15])=[O:16])=[N:11]1. The catalyst class is: 102.